From a dataset of Reaction yield outcomes from USPTO patents with 853,638 reactions. Predict the reaction yield, written as a fraction of the theoretical maximum amount of product (1.0 means a 100% yield; for example, 0.34 means a 34% yield). The catalyst is C(Cl)Cl. The yield is 0.810. The product is [CH3:8][O:9][C:10](=[O:30])[CH2:11][C:12]1[C:21]([CH3:22])=[C:20]([CH:23]2[CH2:24][CH2:25][N:26]([S:45]([N:40]3[CH2:44][CH2:43][CH2:42][CH2:41]3)(=[O:47])=[O:46])[CH2:27][CH2:28]2)[C:19]2[C:14](=[CH:15][CH:16]=[C:17]([F:29])[CH:18]=2)[CH:13]=1. The reactants are FC(F)(F)C(O)=O.[CH3:8][O:9][C:10](=[O:30])[CH2:11][C:12]1[C:21]([CH3:22])=[C:20]([CH:23]2[CH2:28][CH2:27][NH:26][CH2:25][CH2:24]2)[C:19]2[C:14](=[CH:15][CH:16]=[C:17]([F:29])[CH:18]=2)[CH:13]=1.C(N(CC)C(C)C)(C)C.[N:40]1([S:45](Cl)(=[O:47])=[O:46])[CH2:44][CH2:43][CH2:42][CH2:41]1.